This data is from NCI-60 drug combinations with 297,098 pairs across 59 cell lines. The task is: Regression. Given two drug SMILES strings and cell line genomic features, predict the synergy score measuring deviation from expected non-interaction effect. Drug 1: C1C(C(OC1N2C=C(C(=O)NC2=O)F)CO)O. Drug 2: CC1=C(C(=O)C2=C(C1=O)N3CC4C(C3(C2COC(=O)N)OC)N4)N. Cell line: PC-3. Synergy scores: CSS=18.3, Synergy_ZIP=-6.18, Synergy_Bliss=-3.03, Synergy_Loewe=1.46, Synergy_HSA=2.15.